This data is from Forward reaction prediction with 1.9M reactions from USPTO patents (1976-2016). The task is: Predict the product of the given reaction. (1) Given the reactants [O:1]=[C:2]1[CH2:7][CH2:6][CH2:5][N:4]([C:8]([O:10][C:11]([CH3:14])([CH3:13])[CH3:12])=[O:9])[CH2:3]1.[Li+].C[Si]([N-][Si](C)(C)C)(C)C.C1COCC1.[F:30][C:31]([F:38])([F:37])[C:32](OCC)=[O:33], predict the reaction product. The product is: [O:1]=[C:2]1[CH:7]([C:32](=[O:33])[C:31]([F:38])([F:37])[F:30])[CH2:6][CH2:5][N:4]([C:8]([O:10][C:11]([CH3:14])([CH3:13])[CH3:12])=[O:9])[CH2:3]1. (2) Given the reactants [NH:1]1[CH2:5][CH2:4][CH2:3][C@H:2]1[CH2:6][OH:7].C(N(CC)CC)C.[CH3:15][O:16][C:17]1[CH:22]=[C:21]([CH3:23])[C:20]([S:24](Cl)(=[O:26])=[O:25])=[C:19]([CH3:28])[CH:18]=1, predict the reaction product. The product is: [CH3:15][O:16][C:17]1[CH:18]=[C:19]([CH3:28])[C:20]([S:24]([N:1]2[CH2:5][CH2:4][CH2:3][C@H:2]2[CH2:6][OH:7])(=[O:25])=[O:26])=[C:21]([CH3:23])[CH:22]=1. (3) Given the reactants [Cl:1][C:2]1[CH:3]=[C:4]([C:8]2[N:12]=[C:11]([CH:13]3[CH2:18][O:17][CH2:16][CH2:15][NH:14]3)[O:10][N:9]=2)[CH:5]=[CH:6][CH:7]=1.[S:19]1[CH:23]=[CH:22][N:21]=[C:20]1[CH:24]=O.C(O[BH-](OC(=O)C)OC(=O)C)(=O)C.[Na+], predict the reaction product. The product is: [Cl:1][C:2]1[CH:3]=[C:4]([C:8]2[N:12]=[C:11]([CH:13]3[CH2:18][O:17][CH2:16][CH2:15][N:14]3[CH2:24][C:20]3[S:19][CH:23]=[CH:22][N:21]=3)[O:10][N:9]=2)[CH:5]=[CH:6][CH:7]=1.